From a dataset of NCI-60 drug combinations with 297,098 pairs across 59 cell lines. Regression. Given two drug SMILES strings and cell line genomic features, predict the synergy score measuring deviation from expected non-interaction effect. Drug 1: C1=CN(C(=O)N=C1N)C2C(C(C(O2)CO)O)O.Cl. Drug 2: CCN(CC)CCNC(=O)C1=C(NC(=C1C)C=C2C3=C(C=CC(=C3)F)NC2=O)C. Cell line: SF-268. Synergy scores: CSS=8.64, Synergy_ZIP=-5.48, Synergy_Bliss=0.360, Synergy_Loewe=-1.59, Synergy_HSA=-0.563.